Dataset: Merck oncology drug combination screen with 23,052 pairs across 39 cell lines. Task: Regression. Given two drug SMILES strings and cell line genomic features, predict the synergy score measuring deviation from expected non-interaction effect. Drug 1: NC1(c2ccc(-c3nc4ccn5c(=O)[nH]nc5c4cc3-c3ccccc3)cc2)CCC1. Drug 2: C#Cc1cccc(Nc2ncnc3cc(OCCOC)c(OCCOC)cc23)c1. Cell line: A427. Synergy scores: synergy=4.38.